This data is from Full USPTO retrosynthesis dataset with 1.9M reactions from patents (1976-2016). The task is: Predict the reactants needed to synthesize the given product. (1) Given the product [N:11]([CH2:2][C:3]1[CH:10]=[CH:9][C:6]([CH:7]=[O:8])=[CH:5][CH:4]=1)=[N+:12]=[N-:13], predict the reactants needed to synthesize it. The reactants are: Br[CH2:2][C:3]1[CH:10]=[CH:9][C:6]([CH:7]=[O:8])=[CH:5][CH:4]=1.[N-:11]=[N+:12]=[N-:13].[Na+]. (2) Given the product [C:24]([N:27]1[CH2:28][CH2:29][CH:30]([N:33]2[CH2:36][CH2:35][CH:34]2[C:37]([N:14]2[CH2:15][C@H:11]([S:8]([C:3]3[CH:4]=[CH:5][CH:6]=[CH:7][C:2]=3[Cl:1])(=[O:10])=[O:9])[CH2:12][C@H:13]2[C:16]([NH:18][C:19]2([C:22]#[N:23])[CH2:21][CH2:20]2)=[O:17])=[O:38])[CH2:31][CH2:32]1)(=[O:26])[CH3:25], predict the reactants needed to synthesize it. The reactants are: [Cl:1][C:2]1[CH:7]=[CH:6][CH:5]=[CH:4][C:3]=1[S:8]([C@H:11]1[CH2:15][NH:14][C@H:13]([C:16]([NH:18][C:19]2([C:22]#[N:23])[CH2:21][CH2:20]2)=[O:17])[CH2:12]1)(=[O:10])=[O:9].[C:24]([N:27]1[CH2:32][CH2:31][CH:30]([N:33]2[CH2:36][CH2:35][CH:34]2[C:37]([O-])=[O:38])[CH2:29][CH2:28]1)(=[O:26])[CH3:25].[Li+]. (3) Given the product [ClH:43].[O:1]1[C:6]2[CH:7]=[CH:8][C:9]([CH2:11][NH:12][CH:20]3[CH2:25][CH2:24][N:23]([CH2:26][CH2:27][N:28]4[C:37]5[C:32](=[C:33]([NH:38][C:39]([CH3:41])=[O:40])[CH:34]=[CH:35][CH:36]=5)[CH:31]=[CH:30][C:29]4=[O:42])[CH2:22][CH2:21]3)=[CH:10][C:5]=2[O:4][CH2:3][CH2:2]1, predict the reactants needed to synthesize it. The reactants are: [O:1]1[C:6]2[CH:7]=[CH:8][C:9]([CH2:11][N:12]([CH:20]3[CH2:25][CH2:24][N:23]([CH2:26][CH2:27][N:28]4[C:37]5[C:32](=[C:33]([NH:38][C:39]([CH3:41])=[O:40])[CH:34]=[CH:35][CH:36]=5)[CH:31]=[CH:30][C:29]4=[O:42])[CH2:22][CH2:21]3)C(=O)OC(C)(C)C)=[CH:10][C:5]=2[O:4][CH2:3][CH2:2]1.[ClH:43].O1CCOCC1. (4) Given the product [NH:16]1[C:17]2[C:13](=[CH:12][C:11]([C:10]3[C:4]4[C:5](=[N:6][CH:7]=[C:2]([C:35]5[CH:36]=[CH:37][C:32]([CH:30]=[O:31])=[CH:33][CH:34]=5)[CH:3]=4)[N:8]([S:20]([C:23]4[CH:24]=[CH:25][C:26]([CH3:27])=[CH:28][CH:29]=4)(=[O:21])=[O:22])[CH:9]=3)=[CH:19][CH:18]=2)[CH:14]=[CH:15]1, predict the reactants needed to synthesize it. The reactants are: Br[C:2]1[CH:3]=[C:4]2[C:10]([C:11]3[CH:12]=[C:13]4[C:17](=[CH:18][CH:19]=3)[NH:16][CH:15]=[CH:14]4)=[CH:9][N:8]([S:20]([C:23]3[CH:29]=[CH:28][C:26]([CH3:27])=[CH:25][CH:24]=3)(=[O:22])=[O:21])[C:5]2=[N:6][CH:7]=1.[CH:30]([C:32]1[CH:37]=[CH:36][C:35](B(O)O)=[CH:34][CH:33]=1)=[O:31].C([O-])([O-])=O.[Na+].[Na+]. (5) Given the product [CH2:15]([C@@H:17]1[NH:21][C:22](=[O:28])[CH2:1][C@@:18]1([OH:20])[CH3:19])[CH3:16], predict the reactants needed to synthesize it. The reactants are: [CH:1](NC(C)C)(C)C.C(=O)=O.CC(C)=O.[CH2:15]([C@H:17]([NH:21][C:22](=[O:28])OC(C)(C)C)[C:18](=[O:20])[CH3:19])[CH3:16].[Cl-].[NH4+]. (6) Given the product [F:8][C:9]1[CH:14]=[CH:13][C:12]([C:1](=[O:7])[CH2:2][CH2:3][C:4]([OH:6])=[O:5])=[CH:11][CH:10]=1, predict the reactants needed to synthesize it. The reactants are: [C:1]1(=[O:7])[O:6][C:4](=[O:5])[CH2:3][CH2:2]1.[F:8][C:9]1[CH:14]=[CH:13][CH:12]=[CH:11][CH:10]=1.[Cl-].[Al+3].[Cl-].[Cl-].